From a dataset of Catalyst prediction with 721,799 reactions and 888 catalyst types from USPTO. Predict which catalyst facilitates the given reaction. (1) Reactant: [CH2:1]1[CH2:7][S:4](=[O:6])(=[O:5])[NH:3][CH2:2]1.[H-].[Na+].Cl[C:11]([CH3:15])([CH3:14])[C:12]#[CH:13]. Product: [CH3:14][C:11]([N:3]1[CH2:2][CH2:1][CH2:7][S:4]1(=[O:6])=[O:5])([C:12]#[CH:13])[CH3:15]. The catalyst class is: 9. (2) Reactant: [CH2:1]([O:8][C@:9]1([CH:37]=[CH2:38])[C@@H:13]([CH2:14][O:15][CH2:16][C:17]2[CH:22]=[CH:21][CH:20]=[CH:19][CH:18]=2)[O:12][C@@H:11]([N:23]2[CH:31]=[C:29]([CH3:30])[C:27](=[O:28])[NH:26][C:24]2=[O:25])[C@@H:10]1[O:32]S(C)(=O)=O)[C:2]1[CH:7]=[CH:6][CH:5]=[CH:4][CH:3]=1.O.[OH-].[Na+].Cl. Product: [CH2:1]([O:8][C@:9]1([CH:37]=[CH2:38])[C@@H:13]([CH2:14][O:15][CH2:16][C:17]2[CH:22]=[CH:21][CH:20]=[CH:19][CH:18]=2)[O:12][C@@H:11]([N:23]2[CH:31]=[C:29]([CH3:30])[C:27](=[O:28])[NH:26][C:24]2=[O:25])[C@H:10]1[OH:32])[C:2]1[CH:3]=[CH:4][CH:5]=[CH:6][CH:7]=1. The catalyst class is: 8.